Dataset: Peptide-MHC class II binding affinity with 134,281 pairs from IEDB. Task: Regression. Given a peptide amino acid sequence and an MHC pseudo amino acid sequence, predict their binding affinity value. This is MHC class II binding data. (1) The peptide sequence is IAGLFLTTEAVVADK. The MHC is DRB1_0101 with pseudo-sequence DRB1_0101. The binding affinity (normalized) is 0.823. (2) The peptide sequence is SWLNLAAHHPLRMVL. The MHC is H-2-IAb with pseudo-sequence H-2-IAb. The binding affinity (normalized) is 0.250. (3) The peptide sequence is GAIWRIDPKKPLKGP. The MHC is DRB1_1101 with pseudo-sequence DRB1_1101. The binding affinity (normalized) is 0.871.